This data is from Reaction yield outcomes from USPTO patents with 853,638 reactions. The task is: Predict the reaction yield, written as a fraction of the theoretical maximum amount of product (1.0 means a 100% yield; for example, 0.34 means a 34% yield). The reactants are Cl.[NH2:2][CH:3]1[CH2:7][CH2:6][N:5]([C:8]2[N:9]=[C:10]([NH:17][C:18]3[CH:23]=[CH:22][C:21]([O:24][CH3:25])=[C:20]([O:26][CH3:27])[CH:19]=3)[C:11]3[N:16]=[CH:15][S:14][C:12]=3[N:13]=2)[CH2:4]1.[O:28]=[C:29]1[NH:33][C:32]2[CH:34]=[CH:35][C:36]([C:38](O)=[O:39])=[CH:37][C:31]=2[NH:30]1.CCN=C=NCCCN(C)C.CN1C=CN=C1. The catalyst is C(Cl)Cl. The product is [CH3:27][O:26][C:20]1[CH:19]=[C:18]([NH:17][C:10]2[C:11]3[N:16]=[CH:15][S:14][C:12]=3[N:13]=[C:8]([N:5]3[CH2:6][CH2:7][CH:3]([NH:2][C:38]([C:36]4[CH:35]=[CH:34][C:32]5[NH:33][C:29](=[O:28])[NH:30][C:31]=5[CH:37]=4)=[O:39])[CH2:4]3)[N:9]=2)[CH:23]=[CH:22][C:21]=1[O:24][CH3:25]. The yield is 0.190.